Dataset: Experimentally validated miRNA-target interactions with 360,000+ pairs, plus equal number of negative samples. Task: Binary Classification. Given a miRNA mature sequence and a target amino acid sequence, predict their likelihood of interaction. (1) The miRNA is hsa-miR-6871-3p with sequence CAGCACCCUGUGGCUCCCACAG. The protein sequence of the target gene is MAEEEGPPVELRQRKKPKSSENKESAKEEKISDIPIPERAPKHVLFQRFAKIFIGCLAAVTSGMMYALYLSAYHERKFWFSNRQELEREITFQGDSAIYYSYYKDMLKAPSFERGVYELTHNNKTVSLKTINAVQQMSLYPELIASILYQATGSNEIIEPVYFYIGIVFGLQGIYVTALFVTSWLMSGTWLAGMLTVAWFVINRVDTTRIEYSIPLRENWALPYFACQIAALTGYLKSNLNTYGERFCYLLMSASTYTFMMMWEYSHYLLFLQAISLFLLDTFSVEQSDKVYEVYKIYIF.... Result: 0 (no interaction). (2) The miRNA is hsa-miR-8079 with sequence CAGUGAUCGUCUCUGCUGGC. The protein sequence of the target gene is MSQLSKNLGDSSPPAEAPKPPVYSRPTVLMRAPPASSRAPPVPWDPPPIDLQASLAAWQAPQPAWEAPQGQLPAPVVPMTQPPALGGPIVPAPPLGGPMGKPPTPGVLMVHPPPPGAPMAQPPTPGVLMVHPSAPGAPMAHPPPPGTPMSHPPPPGTPMAHPPPPGTPMAHPPPPGTPMVHPPPPGTPMAHPPPPGTPMAHPPPPGTPMAHPPPPGTPMAHPPPPGTPMAQPPAPGVLMAQPLTPGVLMVQPAAPGAPMVQPPPAAMMTQPQPSGAPMAKPPGPGVLMIHPPGARAPMTQ.... Result: 0 (no interaction).